Dataset: Forward reaction prediction with 1.9M reactions from USPTO patents (1976-2016). Task: Predict the product of the given reaction. (1) Given the reactants [H-].[Na+].[F:3][C:4]1[CH:9]=[CH:8][CH:7]=[CH:6][C:5]=1[OH:10].[C:11]([O:15][C:16]([N:18]1[CH2:26][CH2:25][N:24]2[C@@H:20]([CH2:21]OS2(=O)=O)[CH2:19]1)=[O:17])([CH3:14])([CH3:13])[CH3:12].Cl, predict the reaction product. The product is: [C:11]([O:15][C:16]([N:18]1[CH2:26][CH2:25][NH:24][C@@H:20]([CH2:21][O:10][C:5]2[CH:6]=[CH:7][CH:8]=[CH:9][C:4]=2[F:3])[CH2:19]1)=[O:17])([CH3:14])([CH3:12])[CH3:13]. (2) The product is: [CH:29]1([N:24]([CH2:23][CH2:22][NH:7][CH2:8][CH2:9][C:10]2[C:15]3[O:16][CH2:17][C:18](=[O:20])[NH:19][C:14]=3[C:13]([OH:21])=[CH:12][CH:11]=2)[C:25](=[O:28])[CH2:26][CH2:27][NH:45][CH2:44][C:39]2[CH:40]=[CH:41][C:42]([Cl:43])=[C:37]([Cl:36])[CH:38]=2)[CH2:30][CH2:31][CH2:32][CH2:33][CH2:34]1. Given the reactants C(OC(=O)[N:7]([CH2:22][CH2:23][N:24]([CH:29]1[CH2:34][CH2:33][CH2:32][CH2:31][CH2:30]1)[C:25](=[O:28])[CH:26]=[CH2:27])[CH2:8][CH2:9][C:10]1[C:15]2[O:16][CH2:17][C:18](=[O:20])[NH:19][C:14]=2[C:13]([OH:21])=[CH:12][CH:11]=1)(C)(C)C.[Cl:36][C:37]1[CH:38]=[C:39]([CH2:44][NH2:45])[CH:40]=[CH:41][C:42]=1[Cl:43].FC(F)(F)C(O)=O, predict the reaction product. (3) Given the reactants [C:1](O[C:1](=[O:8])[C:2]1[CH:7]=[CH:6][CH:5]=[CH:4][CH:3]=1)(=[O:8])[C:2]1[CH:7]=[CH:6][CH:5]=[CH:4][CH:3]=1.[C:18]1([CH2:34][O:35][C@@H:36]2[C@H:40]([OH:41])[C@@H:39]([CH2:42][OH:43])[O:38][C@H:37]2[N:44]2[CH:51]=[CH:50][C:48]([NH2:49])=[N:47][C:45]2=[O:46])[C:31]2[C:32]3=[C:33]4[C:28](=[CH:29][CH:30]=2)[CH:27]=[CH:26][CH:25]=[C:24]4[CH:23]=[CH:22][C:21]3=[CH:20][CH:19]=1, predict the reaction product. The product is: [C:18]1([CH2:34][O:35][C@@H:36]2[C@H:40]([OH:41])[C@@H:39]([CH2:42][OH:43])[O:38][C@H:37]2[N:44]2[CH:51]=[CH:50][C:48]([NH:49][C:1](=[O:8])[C:2]3[CH:7]=[CH:6][CH:5]=[CH:4][CH:3]=3)=[N:47][C:45]2=[O:46])[C:31]2[C:32]3=[C:33]4[C:28](=[CH:29][CH:30]=2)[CH:27]=[CH:26][CH:25]=[C:24]4[CH:23]=[CH:22][C:21]3=[CH:20][CH:19]=1. (4) Given the reactants C(OC([NH:8][C:9]1[O:17][C:16]2[C:11](=[N:12][CH:13]=[C:14]([CH:18]3[CH2:23][CH2:22][O:21][CH2:20][CH2:19]3)[CH:15]=2)[C:10]=1[C:24]([NH:26][C:27]1[CH:28]=[N:29][S:30][C:31]=1[N:32]1[CH2:37][C@H:36]([C:38]([F:41])([F:40])[F:39])[CH2:35][C@H:34]([NH:42]C(=O)OC(C)(C)C)[CH2:33]1)=[O:25])=O)(C)(C)C.C(O)(C(F)(F)F)=O, predict the reaction product. The product is: [NH2:8][C:9]1[O:17][C:16]2[C:11](=[N:12][CH:13]=[C:14]([CH:18]3[CH2:23][CH2:22][O:21][CH2:20][CH2:19]3)[CH:15]=2)[C:10]=1[C:24]([NH:26][C:27]1[CH:28]=[N:29][S:30][C:31]=1[N:32]1[CH2:37][C@H:36]([C:38]([F:40])([F:41])[F:39])[CH2:35][C@H:34]([NH2:42])[CH2:33]1)=[O:25]. (5) Given the reactants [Cl:1][C:2]1[CH:3]=[C:4]([CH:26]=[CH:27][C:28]=1[F:29])[CH2:5][N:6]1[CH2:15][CH2:14][C:13]2[C:8](=[C:9]([O:23][CH3:24])[C:10](=[O:22])[N:11]([CH3:21])[C:12]=2[NH:16][S:17]([CH3:20])(=[O:19])=[O:18])[C:7]1=[O:25].[H-].[Na+].I[CH3:33], predict the reaction product. The product is: [Cl:1][C:2]1[CH:3]=[C:4]([CH:26]=[CH:27][C:28]=1[F:29])[CH2:5][N:6]1[CH2:15][CH2:14][C:13]2[C:8](=[C:9]([O:23][CH3:24])[C:10](=[O:22])[N:11]([CH3:21])[C:12]=2[N:16]([CH3:33])[S:17]([CH3:20])(=[O:18])=[O:19])[C:7]1=[O:25]. (6) Given the reactants [H-].[Al+3].[Li+].[H-].[H-].[H-].[CH3:7][C:8]1([CH3:21])[CH:16]2[C:17](=O)[NH:18][CH2:19][CH:9]1[C:10]1[C:15]2=[CH:14][CH:13]=[CH:12][CH:11]=1.N1C=CC=CC=1.[F:28][C:29]([F:40])([F:39])[C:30](O[C:30](=[O:31])[C:29]([F:40])([F:39])[F:28])=[O:31], predict the reaction product. The product is: [F:28][C:29]([F:40])([F:39])[C:30]([N:18]1[CH2:19][CH:9]2[C:8]([CH3:21])([CH3:7])[CH:16]([C:15]3[C:10]2=[CH:11][CH:12]=[CH:13][CH:14]=3)[CH2:17]1)=[O:31]. (7) Given the reactants [CH3:1][O:2]BO.Cl.Cl[C:7]1[CH:12]=[CH:11][N:10]=[CH:9][N:8]=1.[F-].[K+].[OH2:15].[C:16]1([CH3:22])[CH:21]=[CH:20][CH:19]=[CH:18][CH:17]=1, predict the reaction product. The product is: [N:10]1[CH:11]=[CH:12][C:7]([C:19]2[CH:20]=[CH:21][C:16]([C:22]([O:2][CH3:1])=[O:15])=[CH:17][CH:18]=2)=[N:8][CH:9]=1. (8) The product is: [F:7][C:8]1[CH:13]=[CH:12][CH:11]=[C:10]([F:14])[C:9]=1[N:15]1[C:20]2[N:21]=[C:22]([S:3]([CH3:41])(=[O:5])=[O:2])[N:23]=[C:24]([C:25]3[CH:26]=[C:27]([CH:34]=[CH:35][C:36]=3[CH3:37])[C:28]([NH:30][CH2:31][CH2:32][CH3:33])=[O:29])[C:19]=2[CH2:18][NH:17][C:16]1=[O:40]. Given the reactants O[O:2][S:3]([O-:5])=O.[K+].[F:7][C:8]1[CH:13]=[CH:12][CH:11]=[C:10]([F:14])[C:9]=1[N:15]1[C:20]2[N:21]=[C:22](SC)[N:23]=[C:24]([C:25]3[CH:26]=[C:27]([CH:34]=[CH:35][C:36]=3[CH3:37])[C:28]([NH:30][CH2:31][CH2:32][CH3:33])=[O:29])[C:19]=2[CH2:18][NH:17][C:16]1=[O:40].[C:41](#N)C, predict the reaction product. (9) The product is: [CH2:6]([O:5][C:3](=[O:4])[C:2]([F:9])([F:8])[CH2:12][CH2:11][C:10]([O:14][CH2:15][CH3:16])=[O:13])[CH3:7]. Given the reactants Br[C:2]([F:9])([F:8])[C:3]([O:5][CH2:6][CH3:7])=[O:4].[C:10]([O:14][CH2:15][CH3:16])(=[O:13])[CH:11]=[CH2:12].CN(CCN(C)C)C, predict the reaction product.